The task is: Regression. Given a peptide amino acid sequence and an MHC pseudo amino acid sequence, predict their binding affinity value. This is MHC class II binding data.. This data is from Peptide-MHC class II binding affinity with 134,281 pairs from IEDB. (1) The peptide sequence is YLFAKDKSGPLQPGV. The MHC is HLA-DPA10301-DPB10402 with pseudo-sequence HLA-DPA10301-DPB10402. The binding affinity (normalized) is 0.156. (2) The peptide sequence is LSFMDKGIPFMKMNI. The MHC is DRB1_1301 with pseudo-sequence DRB1_1301. The binding affinity (normalized) is 0.483. (3) The peptide sequence is GEALSTLVVNKIRGT. The MHC is DRB1_0401 with pseudo-sequence DRB1_0401. The binding affinity (normalized) is 0.322.